From a dataset of Full USPTO retrosynthesis dataset with 1.9M reactions from patents (1976-2016). Predict the reactants needed to synthesize the given product. Given the product [I:39][C:24]1[C:23]([O:25][CH3:26])=[CH:22][CH:21]=[C:20]([CH3:27])[C:19]=1[C:3]1[C:8]([CH:9]([CH3:11])[CH3:10])=[CH:7][C:6]([CH:12]([CH3:14])[CH3:13])=[C:5]([C:35]2[CH:34]=[CH:33][CH:38]=[CH:37][CH:36]=2)[C:4]=1[CH:15]([CH3:17])[CH3:16], predict the reactants needed to synthesize it. The reactants are: [Mg].Br[C:3]1[C:8]([CH:9]([CH3:11])[CH3:10])=[CH:7][C:6]([CH:12]([CH3:14])[CH3:13])=[CH:5][C:4]=1[CH:15]([CH3:17])[CH3:16].F[C:19]1[CH:24]=[C:23]([O:25][CH3:26])[CH:22]=[CH:21][C:20]=1[CH3:27].[Li]CCCC.[CH3:33][CH2:34][CH2:35][CH2:36][CH2:37][CH3:38].[I:39]I.